Dataset: Peptide-MHC class II binding affinity with 134,281 pairs from IEDB. Task: Regression. Given a peptide amino acid sequence and an MHC pseudo amino acid sequence, predict their binding affinity value. This is MHC class II binding data. (1) The peptide sequence is PKYVKQSTLKLAT. The MHC is DRB1_0101 with pseudo-sequence DRB1_0101. The binding affinity (normalized) is 0.723. (2) The peptide sequence is EKKYFEATQFEPLAA. The MHC is HLA-DQA10301-DQB10302 with pseudo-sequence HLA-DQA10301-DQB10302. The binding affinity (normalized) is 0.331. (3) The peptide sequence is AEVELRQHGSEEWEP. The MHC is DRB4_0101 with pseudo-sequence DRB4_0103. The binding affinity (normalized) is 0.402.